Dataset: Catalyst prediction with 721,799 reactions and 888 catalyst types from USPTO. Task: Predict which catalyst facilitates the given reaction. (1) Reactant: C([O:4][CH2:5][CH2:6][CH2:7][S:8]([NH:11][C:12]([C:14]1[CH:19]=[CH:18][C:17]([C:20]2[CH:25]=[CH:24][C:23]([CH2:26][CH2:27][N:28](C(OC(C)(C)C)=O)[CH2:29][C@@H:30]([C:32]3[CH:37]=[CH:36][CH:35]=[C:34]([Cl:38])[CH:33]=3)[OH:31])=[CH:22][CH:21]=2)=[CH:16][C:15]=1[O:46][CH:47]1[CH2:52][CH2:51][CH2:50][CH2:49][CH2:48]1)=[O:13])(=[O:10])=[O:9])(=O)C. Product: [ClH:38].[Cl:38][C:34]1[CH:33]=[C:32]([C@@H:30]([OH:31])[CH2:29][NH:28][CH2:27][CH2:26][C:23]2[CH:24]=[CH:25][C:20]([C:17]3[CH:18]=[CH:19][C:14]([C:12]([NH:11][S:8]([CH2:7][CH2:6][CH2:5][OH:4])(=[O:10])=[O:9])=[O:13])=[C:15]([O:46][CH:47]4[CH2:52][CH2:51][CH2:50][CH2:49][CH2:48]4)[CH:16]=3)=[CH:21][CH:22]=2)[CH:37]=[CH:36][CH:35]=1. The catalyst class is: 240. (2) Reactant: [C:1]([O:5][C:6](=[O:19])[C:7]1[CH:15]=[CH:14][C:10]([C:11]([OH:13])=O)=[CH:9][C:8]=1[N+:16]([O-:18])=[O:17])([CH3:4])([CH3:3])[CH3:2].O[N:21]1[C:25]2C=[CH:27][CH:28]=[CH:29][C:24]=2N=N1.CCN=C=NCCCN(C)C.N1CCCCC1. Product: [C:1]([O:5][C:6](=[O:19])[C:7]1[CH:15]=[CH:14][C:10]([C:11]([N:21]2[CH2:27][CH2:28][CH2:29][CH2:24][CH2:25]2)=[O:13])=[CH:9][C:8]=1[N+:16]([O-:18])=[O:17])([CH3:2])([CH3:3])[CH3:4]. The catalyst class is: 2. (3) Reactant: C([O:4][CH2:5][CH2:6][CH2:7][S:8]([NH:11][C:12](=[O:46])[CH2:13][C@H:14]1[O:20][C@H:19]([C:21]2[CH:26]=[CH:25][CH:24]=[C:23]([O:27][CH3:28])[C:22]=2[O:29][CH3:30])[C:18]2[CH:31]=[C:32]([Cl:35])[CH:33]=[CH:34][C:17]=2[N:16]([CH2:36][C:37]([CH3:44])([CH3:43])[CH2:38][O:39]C(=O)C)[C:15]1=[O:45])(=[O:10])=[O:9])(=O)C.[OH-].[Na+].C(O)C. Product: [OH:4][CH2:5][CH2:6][CH2:7][S:8]([NH:11][C:12](=[O:46])[CH2:13][C@H:14]1[O:20][C@H:19]([C:21]2[CH:26]=[CH:25][CH:24]=[C:23]([O:27][CH3:28])[C:22]=2[O:29][CH3:30])[C:18]2[CH:31]=[C:32]([Cl:35])[CH:33]=[CH:34][C:17]=2[N:16]([CH2:36][C:37]([CH3:44])([CH3:43])[CH2:38][OH:39])[C:15]1=[O:45])(=[O:10])=[O:9]. The catalyst class is: 6. (4) Reactant: [CH2:1]([C:5]1[CH:10]=[CH:9][C:8]([C:11]#[C:12][C:13]2[CH:39]=[CH:38][C:16]([CH2:17][N:18]([CH2:25][C:26]3[CH:37]=[CH:36][C:29]([O:30][CH2:31][C:32]([O:34]C)=[O:33])=[CH:28][CH:27]=3)[C:19]([NH:21][CH2:22][CH2:23][CH3:24])=[O:20])=[CH:15][CH:14]=2)=[CH:7][CH:6]=1)[CH2:2][CH2:3][CH3:4].[OH-].[Na+].Cl. Product: [CH2:1]([C:5]1[CH:6]=[CH:7][C:8]([C:11]#[C:12][C:13]2[CH:39]=[CH:38][C:16]([CH2:17][N:18]([CH2:25][C:26]3[CH:37]=[CH:36][C:29]([O:30][CH2:31][C:32]([OH:34])=[O:33])=[CH:28][CH:27]=3)[C:19]([NH:21][CH2:22][CH2:23][CH3:24])=[O:20])=[CH:15][CH:14]=2)=[CH:9][CH:10]=1)[CH2:2][CH2:3][CH3:4]. The catalyst class is: 92.